Dataset: Full USPTO retrosynthesis dataset with 1.9M reactions from patents (1976-2016). Task: Predict the reactants needed to synthesize the given product. (1) Given the product [OH:26][C:23]1[CH:22]=[CH:21][C:20]([CH2:19][CH:3]2[NH:4][C:5](=[O:18])[NH:6][CH:7]([CH2:10][C:11]3[CH:12]=[CH:13][C:14]([OH:17])=[CH:15][CH:16]=3)[CH:8]3[CH:2]2[O:1][C:29]([CH3:31])([CH3:30])[O:9]3)=[CH:25][CH:24]=1, predict the reactants needed to synthesize it. The reactants are: [OH:1][CH:2]1[CH:8]([OH:9])[CH:7]([CH2:10][C:11]2[CH:16]=[CH:15][C:14]([OH:17])=[CH:13][CH:12]=2)[NH:6][C:5](=[O:18])[NH:4][CH:3]1[CH2:19][C:20]1[CH:25]=[CH:24][C:23]([OH:26])=[CH:22][CH:21]=1.CO[C:29](OC)([CH3:31])[CH3:30]. (2) Given the product [CH2:19]([O:21][C:2]1[N:3]=[C:4]([OH:18])[C:5]2[CH:11]=[CH:10][N:9]=[C:8]([C:12]3[N:13]=[CH:14][N:15]([CH3:17])[CH:16]=3)[C:6]=2[N:7]=1)[CH3:20], predict the reactants needed to synthesize it. The reactants are: Cl[C:2]1[N:3]=[C:4]([OH:18])[C:5]2[CH:11]=[CH:10][N:9]=[C:8]([C:12]3[N:13]=[CH:14][N:15]([CH3:17])[CH:16]=3)[C:6]=2[N:7]=1.[CH2:19]([OH:21])[CH3:20]. (3) Given the product [F:1][C:2]1[CH:7]=[CH:6][C:5]([F:8])=[CH:4][C:3]=1[C:9]1[S:13][C:12]([CH3:20])([C:14]2[CH:19]=[CH:18][CH:17]=[CH:16][CH:15]=2)[N:11]([C:21](=[S:22])[NH:28][NH2:33])[N:10]=1, predict the reactants needed to synthesize it. The reactants are: [F:1][C:2]1[CH:7]=[CH:6][C:5]([F:8])=[CH:4][C:3]=1[C:9]1[S:13][C:12]([CH3:20])([C:14]2[CH:19]=[CH:18][CH:17]=[CH:16][CH:15]=2)[NH:11][N:10]=1.[C:21]([N:28]1C=CN=C1)(N1C=CN=C1)=[S:22].[NH2:33]N. (4) The reactants are: [OH:1][C:2]1[C:11]2[C:6](=[CH:7][CH:8]=[CH:9][CH:10]=2)[C:5]([CH2:15][CH2:16][CH3:17])([CH2:12][CH2:13][CH3:14])[C:4](=[O:18])[C:3]=1[C:19]1[NH:24][C:23]2[CH:25]=[CH:26][C:27]([OH:29])=[CH:28][C:22]=2[S:21](=[O:31])(=[O:30])[N:20]=1.Br[CH2:33][C:34]([NH2:36])=[O:35].C(=O)([O-])[O-].[Cs+].[Cs+].C(O)(=O)CC(CC(O)=O)(C(O)=O)O. Given the product [OH:1][C:2]1[C:11]2[C:6](=[CH:7][CH:8]=[CH:9][CH:10]=2)[C:5]([CH2:12][CH2:13][CH3:14])([CH2:15][CH2:16][CH3:17])[C:4](=[O:18])[C:3]=1[C:19]1[NH:24][C:23]2[CH:25]=[CH:26][C:27]([O:29][CH2:33][C:34]([NH2:36])=[O:35])=[CH:28][C:22]=2[S:21](=[O:30])(=[O:31])[N:20]=1, predict the reactants needed to synthesize it. (5) Given the product [N:3]1[C:4]2[N:5]([C:8]3[CH:14]=[CH:13][CH:12]=[CH:11][C:9]=3[N:10]=2)[CH:6]=[CH:7][C:2]=1[C:21]1[CH:20]=[CH:19][C:18]([F:26])=[C:17]([CH:22]=1)[C:15]#[N:16].[N:3]1[C:4]2[N:5]([C:8]3[CH:14]=[CH:13][CH:12]=[CH:11][C:9]=3[N:10]=2)[CH:6]=[CH:7][C:2]=1[C:20]1[CH:21]=[CH:22][C:17]([C:15]#[N:16])=[C:18]([F:26])[CH:19]=1, predict the reactants needed to synthesize it. The reactants are: Br[C:2]1[CH:7]=[CH:6][N:5]2[C:8]3[CH:14]=[CH:13][CH:12]=[CH:11][C:9]=3[N:10]=[C:4]2[N:3]=1.[C:15]([C:17]1[CH:22]=[CH:21][C:20](B(O)O)=[CH:19][C:18]=1[F:26])#[N:16]. (6) Given the product [Br:35][CH2:34][C@H:33]([C:32]1[CH:37]=[CH:38][C:29]([Br:28])=[CH:30][CH:31]=1)[OH:36], predict the reactants needed to synthesize it. The reactants are: B.O1CCCC1.B1(C)OC(C2C=CC=CC=2)(C2C=CC=CC=2)[C@H]2N1CCC2.[Br:28][C:29]1[CH:38]=[CH:37][C:32]([C:33](=[O:36])[CH2:34][Br:35])=[CH:31][CH:30]=1.Cl. (7) Given the product [C:7]([O-:9])(=[O:8])[CH3:6].[SH:1][CH2:2][CH:3]1[CH2:5][CH2:4]1.[Na+:12], predict the reactants needed to synthesize it. The reactants are: [SH:1][CH2:2][C:3]1([CH2:6][C:7]([O:9]C)=[O:8])[CH2:5][CH2:4]1.[OH-].[Na+:12]. (8) Given the product [N+:1]([O-:4])([OH:3])=[O:2].[O:7]=[CH:6][C@@H:5]([C@H:10]([C@@H:8]([C@@H:6]([CH2:5][OH:14])[OH:7])[OH:9])[OH:12])[OH:14], predict the reactants needed to synthesize it. The reactants are: [N+:1]([O-:4])([OH:3])=[O:2].[C:5]([OH:14])(=O)[CH:6]([CH:8]([C:10]([OH:12])=O)[OH:9])[OH:7]. (9) Given the product [Cl:1][C:2]1[CH:3]=[CH:4][C:5]([O:29][CH3:30])=[C:6]([C:8]2[C:12]([NH:13][C:14]([C:16]3[CH:17]=[N:18][N:19]4[CH:24]=[CH:23][CH:22]=[N:21][C:20]=34)=[O:15])=[CH:11][N:10]([CH2:25][C:26]([N:35]3[CH2:36][CH2:37][C:33]([CH3:38])([CH3:32])[CH2:34]3)=[O:28])[N:9]=2)[CH:7]=1, predict the reactants needed to synthesize it. The reactants are: [Cl:1][C:2]1[CH:3]=[CH:4][C:5]([O:29][CH3:30])=[C:6]([C:8]2[C:12]([NH:13][C:14]([C:16]3[CH:17]=[N:18][N:19]4[CH:24]=[CH:23][CH:22]=[N:21][C:20]=34)=[O:15])=[CH:11][N:10]([CH2:25][C:26]([OH:28])=O)[N:9]=2)[CH:7]=1.Cl.[CH3:32][C:33]1([CH3:38])[CH2:37][CH2:36][NH:35][CH2:34]1.F[P-](F)(F)(F)(F)F.C[N+](C)=C(N(C)C)ON1C2N=CC=CC=2N=N1.C(N(CC)CC)C. (10) The reactants are: [N:1]1[CH:6]=[CH:5][CH:4]=[C:3]([C:7]2[CH:11]=[C:10]([C:12]([F:15])([F:14])[F:13])[N:9]([C:16]3[N:21]=[CH:20][C:19]([NH2:22])=[CH:18][CH:17]=3)[N:8]=2)[CH:2]=1.C(N(CC)C(C)C)(C)C.[CH2:32]([O:39][C:40]1[CH:41]=[C:42]([CH:46]=[CH:47][CH:48]=1)[C:43](Cl)=[O:44])[C:33]1[CH:38]=[CH:37][CH:36]=[CH:35][CH:34]=1. Given the product [CH2:32]([O:39][C:40]1[CH:41]=[C:42]([CH:46]=[CH:47][CH:48]=1)[C:43]([NH:22][C:19]1[CH:20]=[N:21][C:16]([N:9]2[C:10]([C:12]([F:13])([F:14])[F:15])=[CH:11][C:7]([C:3]3[CH:2]=[N:1][CH:6]=[CH:5][CH:4]=3)=[N:8]2)=[CH:17][CH:18]=1)=[O:44])[C:33]1[CH:34]=[CH:35][CH:36]=[CH:37][CH:38]=1, predict the reactants needed to synthesize it.